This data is from Retrosynthesis with 50K atom-mapped reactions and 10 reaction types from USPTO. The task is: Predict the reactants needed to synthesize the given product. (1) The reactants are: CC=O.O=C(Cc1cc(Nc2ncnc3cc(OCCCNCCCO)ccc23)n[nH]1)Nc1cccc(F)c1. Given the product CCN(CCCO)CCCOc1ccc2c(Nc3cc(CC(=O)Nc4cccc(F)c4)[nH]n3)ncnc2c1, predict the reactants needed to synthesize it. (2) Given the product NNC(=O)OCC1c2ccccc2-c2ccccc21, predict the reactants needed to synthesize it. The reactants are: NN.O=C(Cl)OCC1c2ccccc2-c2ccccc21.